From a dataset of Peptide-MHC class II binding affinity with 134,281 pairs from IEDB. Regression. Given a peptide amino acid sequence and an MHC pseudo amino acid sequence, predict their binding affinity value. This is MHC class II binding data. The peptide sequence is INECTAAAIAYGLDR. The MHC is HLA-DQA10102-DQB10602 with pseudo-sequence HLA-DQA10102-DQB10602. The binding affinity (normalized) is 0.746.